Dataset: Reaction yield outcomes from USPTO patents with 853,638 reactions. Task: Predict the reaction yield, written as a fraction of the theoretical maximum amount of product (1.0 means a 100% yield; for example, 0.34 means a 34% yield). (1) The reactants are COCC[NH2:5].[Br:6][CH2:7][C:8](Br)=[O:9].[C:11]([O:14][CH2:15]C)(=O)[CH3:12]. The catalyst is ClCCl. The product is [CH3:15][O:14][CH2:11][CH2:12][CH:7]([Br:6])[C:8]([NH2:5])=[O:9]. The yield is 0.660. (2) The reactants are [Cl:1][C:2]1[N:7]=[C:6]([N:8]2[CH2:13][CH2:12][O:11][CH2:10][CH2:9]2)[N:5]=[C:4]([NH:14][CH2:15][CH2:16][NH:17][C:18]2[CH:23]=[CH:22][CH:21]=[CH:20][CH:19]=2)[CH:3]=1.[C:24](Cl)(Cl)=[O:25].C1(C)C=CC=CC=1.CCN(C(C)C)C(C)C. The catalyst is C(Cl)Cl. The product is [Cl:1][C:2]1[N:7]=[C:6]([N:8]2[CH2:13][CH2:12][O:11][CH2:10][CH2:9]2)[N:5]=[C:4]([N:14]2[CH2:15][CH2:16][N:17]([C:18]3[CH:23]=[CH:22][CH:21]=[CH:20][CH:19]=3)[C:24]2=[O:25])[CH:3]=1. The yield is 0.870. (3) The reactants are [F:1][C:2]1[CH:10]=[C:9]([O:11][C:12]([F:15])([F:14])[F:13])[CH:8]=[CH:7][C:3]=1C(O)=O.C1C=CC(P(N=[N+]=[N-])(C2C=CC=CC=2)=[O:23])=CC=1.CC[N:35]([CH2:38]C)CC.[CH3:40][C:41]([OH:44])([CH3:43])[CH3:42]. No catalyst specified. The product is [F:1][C:2]1[CH:10]=[C:9]([O:11][C:12]([F:13])([F:14])[F:15])[CH:8]=[CH:7][C:3]=1[NH:35][C:38](=[O:23])[O:44][C:41]([CH3:43])([CH3:42])[CH3:40]. The yield is 0.500. (4) The reactants are [Cl:1][C@H:2]1[C@@H:7]([NH:8][C:9]([C:11]2[NH:12][C:13]([CH2:17][CH3:18])=[C:14]([Cl:16])[N:15]=2)=[O:10])[CH2:6][CH2:5][N:4]([C:19]2[S:20][C:21]([C:25]([O:27]CC)=[O:26])=[C:22]([CH3:24])[N:23]=2)[CH2:3]1.[OH-].[Li+]. No catalyst specified. The product is [Cl:1][C@H:2]1[C@@H:7]([NH:8][C:9]([C:11]2[NH:12][C:13]([CH2:17][CH3:18])=[C:14]([Cl:16])[N:15]=2)=[O:10])[CH2:6][CH2:5][N:4]([C:19]2[S:20][C:21]([C:25]([OH:27])=[O:26])=[C:22]([CH3:24])[N:23]=2)[CH2:3]1. The yield is 0.340. (5) The reactants are [CH3:1][O:2][NH:3][CH:4]([CH3:15])[CH2:5][C:6]1[C:11]([Cl:12])=[CH:10][C:9]([Cl:13])=[CH:8][C:7]=1[Cl:14].C(N(CC)CC)C.[F:23][CH:24]([F:34])[C:25]1[C:29]([C:30](Cl)=[O:31])=[CH:28][N:27]([CH3:33])[N:26]=1. The catalyst is C1(C)C(C)=CC=CC=1. The product is [CH3:1][O:2][N:3]([CH:4]([CH3:15])[CH2:5][C:6]1[C:7]([Cl:14])=[CH:8][C:9]([Cl:13])=[CH:10][C:11]=1[Cl:12])[C:30]([C:29]1[C:25]([CH:24]([F:34])[F:23])=[N:26][N:27]([CH3:33])[CH:28]=1)=[O:31]. The yield is 0.915. (6) The reactants are C(=O)([O-])[O-].[K+].[K+].[I-].[K+].[F:9][C:10]1[CH:11]=[C:12]2[C:16](=[CH:17][CH:18]=1)[NH:15][N:14]=[C:13]2[I:19].Cl.Cl[CH2:22][CH2:23][N:24]1[CH2:28][CH2:27][CH2:26][CH2:25]1. The catalyst is CN(C=O)C. The product is [F:9][C:10]1[CH:11]=[C:12]2[C:16](=[CH:17][CH:18]=1)[N:15]([CH2:22][CH2:23][N:24]1[CH2:28][CH2:27][CH2:26][CH2:25]1)[N:14]=[C:13]2[I:19]. The yield is 0.880.